Dataset: Reaction yield outcomes from USPTO patents with 853,638 reactions. Task: Predict the reaction yield, written as a fraction of the theoretical maximum amount of product (1.0 means a 100% yield; for example, 0.34 means a 34% yield). (1) The reactants are [Cl:1][C:2]1[C:3]([F:19])=[C:4]([C:8]2[C:12]([CH3:13])=[C:11]([C:14]([O:16]CC)=[O:15])[O:10][N:9]=2)[CH:5]=[CH:6][CH:7]=1.C(OCC)(=O)C#CC. The catalyst is C(#N)C. The product is [Cl:1][C:2]1[C:3]([F:19])=[C:4]([C:8]2[C:12]([CH3:13])=[C:11]([C:14]([OH:16])=[O:15])[O:10][N:9]=2)[CH:5]=[CH:6][CH:7]=1. The yield is 0.0200. (2) The reactants are [NH2:1][C:2]1[N:7]=[CH:6][N:5]=[C:4]([NH:8][C@H:9]([C:11]2[N:16]([C:17]3[CH:22]=[CH:21][CH:20]=[CH:19][CH:18]=3)[C:15](=[O:23])[C:14]3=[C:24]([CH3:27])[CH:25]=[CH:26][N:13]3[N:12]=2)[CH3:10])[C:3]=1Br.[F:29][C:30]1[CH:31]=[C:32]([NH:45][S:46]([C:49]2[CH:54]=[CH:53][C:52]([OH:55])=[CH:51][CH:50]=2)(=[O:48])=[O:47])[CH:33]=[C:34](B2OC(C)(C)C(C)(C)O2)[CH:35]=1.C(=O)([O-])[O-].[Cs+].[Cs+]. No catalyst specified. The product is [NH2:1][C:2]1[C:3]([C:34]2[CH:33]=[C:32]([NH:45][S:46]([C:49]3[CH:54]=[CH:53][C:52]([OH:55])=[CH:51][CH:50]=3)(=[O:48])=[O:47])[CH:31]=[C:30]([F:29])[CH:35]=2)=[C:4]([NH:8][C@H:9]([C:11]2[N:16]([C:17]3[CH:22]=[CH:21][CH:20]=[CH:19][CH:18]=3)[C:15](=[O:23])[C:14]3=[C:24]([CH3:27])[CH:25]=[CH:26][N:13]3[N:12]=2)[CH3:10])[N:5]=[CH:6][N:7]=1. The yield is 0.520. (3) The reactants are [NH2:1][C:2]1[C:3]([C:7](=[N:9][OH:10])N)=[N:4][O:5][N:6]=1.[ClH:11].[Cl-].[Na+].N([O-])=O.[Na+]. The catalyst is O.C(O)(=O)C. The product is [NH2:1][C:2]1[C:3]([C:7]([Cl:11])=[N:9][OH:10])=[N:4][O:5][N:6]=1. The yield is 0.534. (4) The reactants are [Cl:1][C:2]1[CH:7]=[CH:6][CH:5]=[C:4]([Cl:8])[C:3]=1[C:9]1[C:13]([CH2:14][O:15][C:16]2[CH:21]=[CH:20][C:19]([C:22]3[CH:31]=[C:30]4[C:25]([CH:26]=[CH:27][CH:28]=[C:29]4[C:32]([O:34]C)=[O:33])=[CH:24][CH:23]=3)=[CH:18][CH:17]=2)=[C:12]([CH:36]([CH3:38])[CH3:37])[O:11][N:10]=1.CO.[OH-].[Na+]. The catalyst is C1COCC1. The product is [Cl:8][C:4]1[CH:5]=[CH:6][CH:7]=[C:2]([Cl:1])[C:3]=1[C:9]1[C:13]([CH2:14][O:15][C:16]2[CH:21]=[CH:20][C:19]([C:22]3[CH:31]=[C:30]4[C:25]([CH:26]=[CH:27][CH:28]=[C:29]4[C:32]([OH:34])=[O:33])=[CH:24][CH:23]=3)=[CH:18][CH:17]=2)=[C:12]([CH:36]([CH3:38])[CH3:37])[O:11][N:10]=1. The yield is 0.770. (5) The reactants are C(=O)([O-])[O-].[Cs+].[Cs+].Br[C:8]1[CH:9]=[CH:10][CH:11]=[C:12]2[C:17]=1[N:16]=[CH:15][CH:14]=[CH:13]2.[OH:18][C:19]1[CH:20]=[CH:21][CH:22]=[C:23]2[C:28]=1[N:27]=[CH:26][CH:25]=[CH:24]2.C(N(CC([O-])=O)CC(O)=O)CN(CC([O-])=O)CC(O)=O.[Na+].[Na+]. The catalyst is CN(C=O)C.C(Cl)Cl. The product is [O:18]([C:19]1[CH:20]=[CH:21][CH:22]=[C:23]2[C:28]=1[N:27]=[CH:26][CH:25]=[CH:24]2)[C:8]1[CH:9]=[CH:10][CH:11]=[C:12]2[C:17]=1[N:16]=[CH:15][CH:14]=[CH:13]2. The yield is 0.190. (6) The reactants are [Br:1][C:2]1[N:3]=[C:4]([CH2:16][CH3:17])[C:5]([NH:10][C@@H:11]([CH2:14][CH3:15])[CH2:12][OH:13])=[N:6][C:7]=1[CH2:8][CH3:9].[H-].[Na+].I[CH2:21][CH3:22]. The catalyst is CN(C=O)C. The product is [Br:1][C:2]1[N:3]=[C:4]([CH2:16][CH3:17])[C:5]([NH:10][C@H:11]([CH2:12][O:13][CH2:21][CH3:22])[CH2:14][CH3:15])=[N:6][C:7]=1[CH2:8][CH3:9]. The yield is 0.500. (7) The catalyst is C1C=CC=CC=1. The yield is 0.320. The reactants are [Br:1][C:2]1[CH:3]=[CH:4][C:5]([Cl:12])=[C:6]([CH:11]=1)[O:7][CH2:8][CH:9]=O. The product is [Br:1][C:2]1[C:11]2[CH:9]=[CH:8][O:7][C:6]=2[C:5]([Cl:12])=[CH:4][CH:3]=1.